This data is from Catalyst prediction with 721,799 reactions and 888 catalyst types from USPTO. The task is: Predict which catalyst facilitates the given reaction. (1) Reactant: C(O[C:6](=O)[N:7]([CH2:9][CH2:10][CH2:11][N:12]1[C:21]2[CH:20]=[CH:19][C:18]([Cl:22])=[CH:17][C:16]=2[C:15]2=[N:23][N:24](C3CCCCO3)[C:25]([CH3:26])=[C:14]2[C:13]1=[O:33])C)(C)(C)C.Cl. Product: [Cl:22][C:18]1[CH:19]=[CH:20][C:21]2[N:12]([CH2:11][CH2:10][CH2:9][NH:7][CH3:6])[C:13](=[O:33])[C:14]3=[C:25]([CH3:26])[NH:24][N:23]=[C:15]3[C:16]=2[CH:17]=1. The catalyst class is: 5. (2) Reactant: [CH2:1]([O:8][CH:9]1[CH2:12][C:11](=[O:13])[CH2:10]1)[C:2]1[CH:7]=[CH:6][CH:5]=[CH:4][CH:3]=1.O1CCCC1.CO.[BH4-].[Na+]. Product: [CH2:1]([O:8][CH:9]1[CH2:12][CH:11]([OH:13])[CH2:10]1)[C:2]1[CH:7]=[CH:6][CH:5]=[CH:4][CH:3]=1. The catalyst class is: 6. (3) Reactant: [C:1]([O:5][C:6]([N:8]1[CH2:13][CH2:12][N:11]([C:14]2[CH:19]=[CH:18][C:17]([N+:20]([O-:22])=[O:21])=[C:16]([NH2:23])[CH:15]=2)[CH2:10][CH2:9]1)=[O:7])([CH3:4])([CH3:3])[CH3:2].[O:24]([CH2:31][C:32](Cl)=[O:33])[C:25]1[CH:30]=[CH:29][CH:28]=[CH:27][CH:26]=1.C(N(CC)CC)C. Product: [C:1]([O:5][C:6]([N:8]1[CH2:9][CH2:10][N:11]([C:14]2[CH:19]=[CH:18][C:17]([N+:20]([O-:22])=[O:21])=[C:16]([NH:23][C:32](=[O:33])[CH2:31][O:24][C:25]3[CH:30]=[CH:29][CH:28]=[CH:27][CH:26]=3)[CH:15]=2)[CH2:12][CH2:13]1)=[O:7])([CH3:4])([CH3:2])[CH3:3]. The catalyst class is: 1. (4) Reactant: C[O:2][C:3](=[O:51])[CH2:4][C@H:5]([OH:50])[CH2:6][C@H:7]([OH:49])[CH:8]=[CH:9][C:10]1[N:11]([CH:46]([CH3:48])[CH3:47])[C:12]([C:29](=[O:45])[NH:30][C:31]2[CH:36]=[CH:35][CH:34]=[CH:33][C:32]=2[O:37][CH2:38][C:39]2[CH:44]=[CH:43][CH:42]=[CH:41][CH:40]=2)=[C:13]([C:22]2[CH:27]=[CH:26][C:25]([F:28])=[CH:24][CH:23]=2)[C:14]=1[C:15]1[CH:20]=[CH:19][C:18]([F:21])=[CH:17][CH:16]=1.C(O)C.O.[OH-].[Na+:57]. Product: [Na+:57].[CH2:38]([O:37][C:32]1[CH:33]=[CH:34][CH:35]=[CH:36][C:31]=1[NH:30][C:29]([C:12]1[N:11]([CH:46]([CH3:48])[CH3:47])[C:10]([CH:9]=[CH:8][C@@H:7]([OH:49])[CH2:6][C@@H:5]([OH:50])[CH2:4][C:3]([O-:51])=[O:2])=[C:14]([C:15]2[CH:20]=[CH:19][C:18]([F:21])=[CH:17][CH:16]=2)[C:13]=1[C:22]1[CH:23]=[CH:24][C:25]([F:28])=[CH:26][CH:27]=1)=[O:45])[C:39]1[CH:44]=[CH:43][CH:42]=[CH:41][CH:40]=1. The catalyst class is: 100.